From a dataset of NCI-60 drug combinations with 297,098 pairs across 59 cell lines. Regression. Given two drug SMILES strings and cell line genomic features, predict the synergy score measuring deviation from expected non-interaction effect. (1) Drug 1: CC(C1=C(C=CC(=C1Cl)F)Cl)OC2=C(N=CC(=C2)C3=CN(N=C3)C4CCNCC4)N. Drug 2: CC1OCC2C(O1)C(C(C(O2)OC3C4COC(=O)C4C(C5=CC6=C(C=C35)OCO6)C7=CC(=C(C(=C7)OC)O)OC)O)O. Cell line: SK-MEL-28. Synergy scores: CSS=15.2, Synergy_ZIP=-2.57, Synergy_Bliss=4.65, Synergy_Loewe=-2.45, Synergy_HSA=1.08. (2) Drug 1: CC1C(C(=O)NC(C(=O)N2CCCC2C(=O)N(CC(=O)N(C(C(=O)O1)C(C)C)C)C)C(C)C)NC(=O)C3=C4C(=C(C=C3)C)OC5=C(C(=O)C(=C(C5=N4)C(=O)NC6C(OC(=O)C(N(C(=O)CN(C(=O)C7CCCN7C(=O)C(NC6=O)C(C)C)C)C)C(C)C)C)N)C. Drug 2: CS(=O)(=O)CCNCC1=CC=C(O1)C2=CC3=C(C=C2)N=CN=C3NC4=CC(=C(C=C4)OCC5=CC(=CC=C5)F)Cl. Cell line: NCI/ADR-RES. Synergy scores: CSS=26.2, Synergy_ZIP=9.54, Synergy_Bliss=12.6, Synergy_Loewe=6.88, Synergy_HSA=6.79. (3) Drug 1: C1=CC(=CC=C1CCCC(=O)O)N(CCCl)CCCl. Drug 2: COC1=C2C(=CC3=C1OC=C3)C=CC(=O)O2. Cell line: SF-268. Synergy scores: CSS=41.3, Synergy_ZIP=1.13, Synergy_Bliss=-2.01, Synergy_Loewe=-3.53, Synergy_HSA=-2.46. (4) Drug 1: C1=CN(C(=O)N=C1N)C2C(C(C(O2)CO)O)O.Cl. Drug 2: CC1C(C(CC(O1)OC2CC(OC(C2O)C)OC3=CC4=CC5=C(C(=O)C(C(C5)C(C(=O)C(C(C)O)O)OC)OC6CC(C(C(O6)C)O)OC7CC(C(C(O7)C)O)OC8CC(C(C(O8)C)O)(C)O)C(=C4C(=C3C)O)O)O)O. Cell line: OVCAR-8. Synergy scores: CSS=54.8, Synergy_ZIP=-0.555, Synergy_Bliss=-1.27, Synergy_Loewe=-1.05, Synergy_HSA=-0.0321. (5) Drug 1: CC1C(C(CC(O1)OC2CC(OC(C2O)C)OC3=CC4=CC5=C(C(=O)C(C(C5)C(C(=O)C(C(C)O)O)OC)OC6CC(C(C(O6)C)O)OC7CC(C(C(O7)C)O)OC8CC(C(C(O8)C)O)(C)O)C(=C4C(=C3C)O)O)O)O. Drug 2: COC1=NC(=NC2=C1N=CN2C3C(C(C(O3)CO)O)O)N. Cell line: M14. Synergy scores: CSS=59.5, Synergy_ZIP=1.42, Synergy_Bliss=-0.972, Synergy_Loewe=-48.4, Synergy_HSA=-2.88. (6) Cell line: RPMI-8226. Synergy scores: CSS=50.2, Synergy_ZIP=-17.0, Synergy_Bliss=-28.8, Synergy_Loewe=-22.3, Synergy_HSA=-21.9. Drug 1: C1=C(C(=O)NC(=O)N1)F. Drug 2: CC1C(C(CC(O1)OC2CC(CC3=C2C(=C4C(=C3O)C(=O)C5=C(C4=O)C(=CC=C5)OC)O)(C(=O)CO)O)N)O.Cl.